From a dataset of Forward reaction prediction with 1.9M reactions from USPTO patents (1976-2016). Predict the product of the given reaction. (1) Given the reactants [CH3:1][O:2][C:3]1[CH:8]=[CH:7][C:6]([C:9]2[CH:14]=[CH:13][N:12]=[C:11](OS(C(F)(F)F)(=O)=O)[C:10]=2[N+:23]([O-:25])=[O:24])=[C:5]([CH3:26])[CH:4]=1.[CH3:27][O:28][CH2:29][CH:30]([NH2:33])[CH2:31][CH3:32], predict the reaction product. The product is: [CH3:1][O:2][C:3]1[CH:8]=[CH:7][C:6]([C:9]2[CH:14]=[CH:13][N:12]=[C:11]([NH:33][CH:30]([CH2:29][O:28][CH3:27])[CH2:31][CH3:32])[C:10]=2[N+:23]([O-:25])=[O:24])=[C:5]([CH3:26])[CH:4]=1. (2) Given the reactants [CH3:1][S:2][C:3]1[CH:8]=[CH:7][C:6]([C:9]2[NH:10][CH2:11][CH2:12][N:13]=2)=[CH:5][CH:4]=1.C([O-])([O-])=O.[K+].[K+], predict the reaction product. The product is: [CH3:1][S:2][C:3]1[CH:4]=[CH:5][C:6]([C:9]2[NH:13][CH:12]=[CH:11][N:10]=2)=[CH:7][CH:8]=1. (3) Given the reactants [CH2:1]([C:8]1[N:9]=[C:10]([C:14]([O:16][CH2:17][CH3:18])=[O:15])[S:11][C:12]=1Br)[C:2]1[CH:7]=[CH:6][CH:5]=[CH:4][CH:3]=1.[C:19]([NH:23][S:24]([C:27]1[C:36]2[C:31](=[CH:32][CH:33]=[CH:34][CH:35]=2)[C:30](B2OC(C)(C)C(C)(C)O2)=[CH:29][CH:28]=1)(=[O:26])=[O:25])([CH3:22])([CH3:21])[CH3:20].C([O-])([O-])=O.[Na+].[Na+].CCO, predict the reaction product. The product is: [CH2:1]([C:8]1[N:9]=[C:10]([C:14]([O:16][CH2:17][CH3:18])=[O:15])[S:11][C:12]=1[C:30]1[C:31]2[C:36](=[CH:35][CH:34]=[CH:33][CH:32]=2)[C:27]([S:24](=[O:26])(=[O:25])[NH:23][C:19]([CH3:20])([CH3:22])[CH3:21])=[CH:28][CH:29]=1)[C:2]1[CH:7]=[CH:6][CH:5]=[CH:4][CH:3]=1. (4) Given the reactants Cl[CH2:2][C:3](=O)[CH2:4][C:5]([O:7][CH2:8][CH3:9])=[O:6].[Cl:11][C:12]1[CH:13]=[CH:14][C:15]([O:21][CH3:22])=[C:16]([CH:20]=1)[C:17]([NH2:19])=[O:18].N1C=CC=CC=1, predict the reaction product. The product is: [Cl:11][C:12]1[CH:13]=[CH:14][C:15]([O:21][CH3:22])=[C:16]([C:17]2[O:18][CH:2]=[C:3]([CH2:4][C:5]([O:7][CH2:8][CH3:9])=[O:6])[N:19]=2)[CH:20]=1. (5) Given the reactants [H-].[Na+].[C:3]1([C:9](=[O:17])[CH2:10][C:11]2[CH:16]=[CH:15][N:14]=[CH:13][CH:12]=2)[CH:8]=[CH:7][CH:6]=[CH:5][CH:4]=1.Br[CH2:19][C:20]([O:22][CH2:23][CH3:24])=[O:21], predict the reaction product. The product is: [O:17]=[C:9]([C:3]1[CH:8]=[CH:7][CH:6]=[CH:5][CH:4]=1)[CH:10]([C:11]1[CH:12]=[CH:13][N:14]=[CH:15][CH:16]=1)[CH2:19][C:20]([O:22][CH2:23][CH3:24])=[O:21]. (6) Given the reactants O.[N:2]1[C:15]2[C:6](=C[CH:8]=[C:9]3[C:14]=2[N:13]=[CH:12][CH:11]=[CH:10]3)[CH:5]=[CH:4][CH:3]=1.[OH-].[K+].[O-:18][Mn](=O)(=O)=O.[K+], predict the reaction product. The product is: [CH:10]1[C:9]2[C:8](=[O:18])[C:6]3[C:15](=[N:2][CH:3]=[CH:4][CH:5]=3)[C:14]=2[N:13]=[CH:12][CH:11]=1.